Task: Predict the product of the given reaction.. Dataset: Forward reaction prediction with 1.9M reactions from USPTO patents (1976-2016) (1) The product is: [N:1]1[CH:2]=[CH:3][C:4]([N:7]2[CH2:23][CH2:22][C:10]3([CH2:14][NH:13][CH2:12][CH2:11]3)[CH2:9][CH2:8]2)=[CH:5][CH:6]=1. Given the reactants [N:1]1[CH:6]=[CH:5][C:4]([N:7]2[CH2:23][CH2:22][C:10]3([CH2:14][N:13](C(OC(C)(C)C)=O)[CH2:12][CH2:11]3)[CH2:9][CH2:8]2)=[CH:3][CH:2]=1, predict the reaction product. (2) Given the reactants Br[C:2]1[CH:7]=[C:6]([Cl:8])[C:5]([CH2:9][O:10][C:11]2[CH:16]=[CH:15][C:14]([Cl:17])=[C:13]([Cl:18])[CH:12]=2)=[CH:4][C:3]=1[F:19].CC1(C)C2[C:42](=C(P(C3C=CC=CC=3)C3C=CC=CC=3)C=CC=2)[O:41]C2C(P(C3C=CC=CC=3)C3C=CC=CC=3)=CC=CC1=2.[CH3:62][N:63]([CH3:68])[S:64]([NH2:67])(=[O:66])=[O:65].C(N(CC)CC)C, predict the reaction product. The product is: [Cl:8][C:6]1[C:5]([CH2:9][O:10][C:11]2[CH:16]=[CH:15][C:14]([Cl:17])=[C:13]([Cl:18])[CH:12]=2)=[CH:4][C:3]([F:19])=[C:2]([CH:7]=1)[C:42]([NH:67][S:64](=[O:66])(=[O:65])[N:63]([CH3:68])[CH3:62])=[O:41]. (3) Given the reactants C([O:3][C:4]([CH:6]1[CH2:21][CH2:20][C:9]2([O:13][N:12]=[C:11]([C:14]3[CH:19]=[CH:18][CH:17]=[CH:16][CH:15]=3)[CH2:10]2)[CH2:8][CH2:7]1)=[O:5])C.O.[OH-].[Li+], predict the reaction product. The product is: [C:14]1([C:11]2[CH2:10][C:9]3([CH2:20][CH2:21][CH:6]([C:4]([OH:5])=[O:3])[CH2:7][CH2:8]3)[O:13][N:12]=2)[CH:15]=[CH:16][CH:17]=[CH:18][CH:19]=1. (4) Given the reactants Cl.[Cl:2][C:3]1[CH:4]=[C:5]2[C:11]([C:12]3[N:17]=[C:16]([NH:18][C@H:19]4[CH2:24][CH2:23][CH2:22][NH:21][CH2:20]4)[C:15]([F:25])=[CH:14][N:13]=3)=[CH:10][NH:9][C:6]2=[N:7][CH:8]=1.ClC1C=C2C(C3N=C(N[C@H]4CCCNC4)C(F)=CN=3)=CNC2=NC=1.C(N(C(C)C)CC)(C)C.Cl[C:60]([O:62][CH3:63])=[O:61], predict the reaction product. The product is: [Cl:2][C:3]1[CH:4]=[C:5]2[C:11]([C:12]3[N:17]=[C:16]([NH:18][C@H:19]4[CH2:24][CH2:23][CH2:22][N:21]([C:60]([O:62][CH3:63])=[O:61])[CH2:20]4)[C:15]([F:25])=[CH:14][N:13]=3)=[CH:10][NH:9][C:6]2=[N:7][CH:8]=1.